Task: Regression. Given a peptide amino acid sequence and an MHC pseudo amino acid sequence, predict their binding affinity value. This is MHC class II binding data.. Dataset: Peptide-MHC class II binding affinity with 134,281 pairs from IEDB (1) The peptide sequence is VLAVGPAYSAHCIGI. The MHC is DRB4_0103 with pseudo-sequence DRB4_0103. The binding affinity (normalized) is 0. (2) The peptide sequence is VIPEGWKADTCYESK. The MHC is HLA-DPA10103-DPB10201 with pseudo-sequence HLA-DPA10103-DPB10201. The binding affinity (normalized) is 0.0503. (3) The MHC is DRB1_1201 with pseudo-sequence DRB1_1201. The binding affinity (normalized) is 0.824. The peptide sequence is KSIIIPFIAYFVLMH. (4) The peptide sequence is TLWQRPLVTIKIGGQLKEAL. The MHC is DRB1_0405 with pseudo-sequence DRB1_0405. The binding affinity (normalized) is 0.229. (5) The peptide sequence is AFILDGDNLFAKV. The MHC is HLA-DQA10501-DQB10201 with pseudo-sequence HLA-DQA10501-DQB10201. The binding affinity (normalized) is 0.515. (6) The peptide sequence is FSSAGGFFTSVGKGI. The MHC is DRB3_0202 with pseudo-sequence DRB3_0202. The binding affinity (normalized) is 0.